From a dataset of Peptide-MHC class II binding affinity with 134,281 pairs from IEDB. Regression. Given a peptide amino acid sequence and an MHC pseudo amino acid sequence, predict their binding affinity value. This is MHC class II binding data. The peptide sequence is APSMEEVAAAAVAVT. The MHC is HLA-DQA10102-DQB10602 with pseudo-sequence HLA-DQA10102-DQB10602. The binding affinity (normalized) is 0.332.